Dataset: Forward reaction prediction with 1.9M reactions from USPTO patents (1976-2016). Task: Predict the product of the given reaction. (1) Given the reactants Br[C:2]1[N:6](S(C2C=CC=CC=2)(=O)=O)[CH:5]=[C:4]([C:16]([O:18][CH3:19])=[O:17])[C:3]=1[C:20]1[CH:25]=[CH:24][CH:23]=[CH:22][CH:21]=1.[C:26]1(B(O)O)[CH:31]=[CH:30][CH:29]=[CH:28][CH:27]=1.C(=O)([O-])[O-].[Na+].[Na+], predict the reaction product. The product is: [C:20]1([C:3]2[C:4]([C:16]([O:18][CH3:19])=[O:17])=[CH:5][NH:6][C:2]=2[C:26]2[CH:31]=[CH:30][CH:29]=[CH:28][CH:27]=2)[CH:21]=[CH:22][CH:23]=[CH:24][CH:25]=1. (2) Given the reactants [CH3:1][C:2]1[CH:3]=[CH:4][CH:5]=[C:6]2[C:11]=1[N:10]=[C:9]([C:12]1[CH:17]=[CH:16][CH:15]=[CH:14][C:13]=1[C:18]([F:21])([F:20])[F:19])[C:8]([CH2:22][NH2:23])=[CH:7]2.CCN(C(C)C)C(C)C.Cl[C:34]1[N:42]=[CH:41][N:40]=[C:39]2[C:35]=1[NH:36][CH:37]=[N:38]2, predict the reaction product. The product is: [CH3:1][C:2]1[CH:3]=[CH:4][CH:5]=[C:6]2[C:11]=1[N:10]=[C:9]([C:12]1[CH:17]=[CH:16][CH:15]=[CH:14][C:13]=1[C:18]([F:21])([F:19])[F:20])[C:8]([CH2:22][NH:23][C:34]1[N:42]=[CH:41][N:40]=[C:39]3[C:35]=1[N:36]=[CH:37][NH:38]3)=[CH:7]2. (3) Given the reactants [CH3:1][C:2]([CH3:10])([C:4](=[S:9])[C:5]([CH3:8])([CH3:7])[CH3:6])[CH3:3].[CH2:11]([Mg]Br)[CH:12]=[CH2:13], predict the reaction product. The product is: [C:2]([C:4]([SH:9])([CH2:13][CH:12]=[CH2:11])[C:5]([CH3:8])([CH3:7])[CH3:6])([CH3:10])([CH3:3])[CH3:1]. (4) Given the reactants [Cl:1][C:2]([Cl:18])=[CH:3][CH2:4][O:5][C:6]1[CH:7]=[CH:8][C:9]([O:16][CH3:17])=[C:10]([CH:15]=1)[C:11]([NH:13][OH:14])=[NH:12].[H-].[Na+].C(O[C:24](=O)[CH2:25][CH2:26][CH2:27][O:28][C:29]1[CH:34]=[CH:33][C:32]([C:35]([F:38])([F:37])[F:36])=[CH:31][N:30]=1)C, predict the reaction product. The product is: [Cl:1][C:2]([Cl:18])=[CH:3][CH2:4][O:5][C:6]1[CH:7]=[CH:8][C:9]([O:16][CH3:17])=[C:10]([C:11]2[N:12]=[C:24]([CH2:25][CH2:26][CH2:27][O:28][C:29]3[CH:34]=[CH:33][C:32]([C:35]([F:38])([F:36])[F:37])=[CH:31][N:30]=3)[O:14][N:13]=2)[CH:15]=1. (5) Given the reactants [CH3:1][O:2][C:3](=[O:12])[C:4]1[CH:9]=[CH:8][C:7]([CH3:10])=[CH:6][C:5]=1[OH:11].[C:13]1(P([C:13]2[CH:18]=CC=[CH:15][CH:14]=2)[C:13]2[CH:18]=CC=[CH:15][CH:14]=2)[CH:18]=CC=[CH:15][CH:14]=1.C(O)CCC.CC(OC(/N=N/C(OC(C)C)=O)=O)C, predict the reaction product. The product is: [CH3:1][O:2][C:3](=[O:12])[C:4]1[CH:9]=[CH:8][C:7]([CH3:10])=[CH:6][C:5]=1[O:11][CH2:18][CH2:13][CH2:14][CH3:15]. (6) Given the reactants [F:1][C:2]1[CH:3]=[C:4]2[C:8](=[CH:9][CH:10]=1)[N:7]([CH:11]([CH3:13])[CH3:12])[N:6]=[C:5]2[C:14]([OH:16])=O.[NH2:17][C@@H:18]1[CH2:22][N:21]([C:23]([O:25][C:26]([CH3:29])([CH3:28])[CH3:27])=[O:24])[C@H:20]([CH2:30][C:31]([O:33][CH3:34])=[O:32])[CH2:19]1, predict the reaction product. The product is: [F:1][C:2]1[CH:3]=[C:4]2[C:8](=[CH:9][CH:10]=1)[N:7]([CH:11]([CH3:12])[CH3:13])[N:6]=[C:5]2[C:14]([NH:17][C@@H:18]1[CH2:22][N:21]([C:23]([O:25][C:26]([CH3:27])([CH3:28])[CH3:29])=[O:24])[C@H:20]([CH2:30][C:31]([O:33][CH3:34])=[O:32])[CH2:19]1)=[O:16]. (7) Given the reactants [Br:1][C:2]1[CH:3]=[C:4]([F:11])[C:5]([OH:10])=[C:6]([CH:9]=1)[CH:7]=[O:8].[H-].[Na+].[CH3:14]I, predict the reaction product. The product is: [Br:1][C:2]1[CH:3]=[C:4]([F:11])[C:5]([O:10][CH3:14])=[C:6]([CH:9]=1)[CH:7]=[O:8].